This data is from Reaction yield outcomes from USPTO patents with 853,638 reactions. The task is: Predict the reaction yield, written as a fraction of the theoretical maximum amount of product (1.0 means a 100% yield; for example, 0.34 means a 34% yield). (1) The reactants are [CH:1]([C:4]1[CH:9]=[C:8]([O:10][CH3:11])[CH:7]=[CH:6][C:5]=1[S:12]([C:15]1[CH:20]=[CH:19][C:18]([CH3:21])=[CH:17][CH:16]=1)(=[O:14])=[O:13])([CH3:3])[CH3:2].[C:22](Cl)(=[O:24])[CH3:23].[Al+3].[Cl-].[Cl-].[Cl-]. The catalyst is ClCCCl. The product is [CH:1]([C:4]1[C:5]([S:12]([C:15]2[CH:16]=[CH:17][C:18]([CH3:21])=[CH:19][CH:20]=2)(=[O:13])=[O:14])=[CH:6][C:7]([C:22](=[O:24])[CH3:23])=[C:8]([O:10][CH3:11])[CH:9]=1)([CH3:3])[CH3:2]. The yield is 0.790. (2) The reactants are [CH3:1][C:2]1[CH:10]=[CH:9][CH:8]=[C:7]2[C:3]=1[CH2:4][C:5](=[O:11])[NH:6]2.[I:12]N1C(=O)CCC1=O. The catalyst is C(O)(=O)C.O. The product is [I:12][C:10]1[C:2]([CH3:1])=[C:3]2[C:7](=[CH:8][CH:9]=1)[NH:6][C:5](=[O:11])[CH2:4]2. The yield is 0.880. (3) The reactants are CO[C:3](=[O:26])[C:4]1[CH:9]=[CH:8][C:7]([O:10][CH2:11][C:12]2[C:13]([C:18]3[CH:23]=[CH:22][C:21]([F:24])=[C:20]([F:25])[CH:19]=3)=[N:14][O:15][C:16]=2[CH3:17])=[N:6][CH:5]=1.[CH:27]([NH2:30])([CH3:29])[CH3:28]. No catalyst specified. The product is [F:25][C:20]1[CH:19]=[C:18]([C:13]2[C:12]([CH2:11][O:10][C:7]3[CH:8]=[CH:9][C:4]([C:3]([NH:30][CH:27]([CH3:29])[CH3:28])=[O:26])=[CH:5][N:6]=3)=[C:16]([CH3:17])[O:15][N:14]=2)[CH:23]=[CH:22][C:21]=1[F:24]. The yield is 0.740. (4) The reactants are [NH2:1][C@H:2]([C:11]([O:13][CH:14]([CH3:16])[CH3:15])=[O:12])[CH2:3][C:4]1[CH:9]=[CH:8][C:7]([OH:10])=[CH:6][CH:5]=1.[C:17](O[C:17]([O:19][C:20]([CH3:23])([CH3:22])[CH3:21])=[O:18])([O:19][C:20]([CH3:23])([CH3:22])[CH3:21])=[O:18].C(N(CC)CC)C. The catalyst is O1CCCC1. The product is [C:20]([O:19][C:17]([NH:1][C@H:2]([C:11]([O:13][CH:14]([CH3:16])[CH3:15])=[O:12])[CH2:3][C:4]1[CH:9]=[CH:8][C:7]([OH:10])=[CH:6][CH:5]=1)=[O:18])([CH3:23])([CH3:22])[CH3:21]. The yield is 0.910. (5) The reactants are [Si]([O:18][CH2:19][C@@H:20]1[C@H:24]2[O:25][C:26]([CH3:29])([CH3:28])[O:27][C@H:23]2[CH:22]([C:30]2[C:34]3[N:35]=[CH:36][N:37]=[C:38]([NH:39][C@@H:40]4[C:48]5[C:43](=[CH:44][CH:45]=[CH:46][CH:47]=5)[CH2:42][CH2:41]4)[C:33]=3[NH:32][CH:31]=2)[O:21]1)(C(C)(C)C)(C1C=CC=CC=1)C1C=CC=CC=1.[F-].C([N+](CCCC)(CCCC)CCCC)CCC. The catalyst is C1COCC1. The product is [C@@H:40]1([NH:39][C:38]2[C:33]3[NH:32][CH:31]=[C:30]([C@H:22]4[C@@H:23]5[O:27][C:26]([CH3:28])([CH3:29])[O:25][C@@H:24]5[C@@H:20]([CH2:19][OH:18])[O:21]4)[C:34]=3[N:35]=[CH:36][N:37]=2)[C:48]2[C:43](=[CH:44][CH:45]=[CH:46][CH:47]=2)[CH2:42][CH2:41]1. The yield is 0.220. (6) The reactants are [N-:1]=[N+:2]=[N-:3].[Na+].[Si](Cl)(Cl)(Cl)Cl.[CH3:10][O:11][C:12]1[CH:51]=[CH:50][C:15]([CH2:16][N:17]2[C:23]3[C:24]4[C:29]([CH:30]=[CH:31][C:22]=3[C:21]([C:32]3[CH:37]=[CH:36][C:35]([NH:38][C:39](=O)[CH2:40][CH2:41][C:42]5[CH:47]=[CH:46][CH:45]=[CH:44][N:43]=5)=[CH:34][CH:33]=3)=[N:20][CH2:19][C:18]2=[O:49])=[CH:28][CH:27]=[CH:26][CH:25]=4)=[CH:14][CH:13]=1.C(=O)([O-])O.[Na+]. The catalyst is C(#N)C. The product is [CH3:10][O:11][C:12]1[CH:13]=[CH:14][C:15]([CH2:16][N:17]2[C:23]3[C:24]4[C:29]([CH:30]=[CH:31][C:22]=3[C:21]([C:32]3[CH:37]=[CH:36][C:35]([N:38]5[C:39]([CH2:40][CH2:41][C:42]6[CH:47]=[CH:46][CH:45]=[CH:44][N:43]=6)=[N:3][N:2]=[N:1]5)=[CH:34][CH:33]=3)=[N:20][CH2:19][C:18]2=[O:49])=[CH:28][CH:27]=[CH:26][CH:25]=4)=[CH:50][CH:51]=1. The yield is 0.190. (7) The product is [CH:17]([NH:1][CH:2]1[CH2:10][C:9]2[C:4](=[CH:5][CH:6]=[C:7]([S:11][C:12](=[O:16])[N:13]([CH3:14])[CH3:15])[CH:8]=2)[CH2:3]1)=[O:18]. The yield is 0.350. The catalyst is C(Cl)(Cl)Cl. The reactants are [NH2:1][CH:2]1[CH2:10][C:9]2[C:4](=[CH:5][CH:6]=[C:7]([S:11][C:12](=[O:16])[N:13]([CH3:15])[CH3:14])[CH:8]=2)[CH2:3]1.[CH:17](OCC)=[O:18]. (8) The reactants are O.NN.O[N:5]1C2C=CC=CC=2N=[N:6]1.Cl.C(N=C=NCCCN(C)C)C.[C:26]([NH:36][C@H:37]1[CH2:42][CH2:41][C@H:40]([C:43]([OH:45])=O)[CH2:39][CH2:38]1)([O:28][CH2:29][C:30]1[CH:35]=[CH:34][CH:33]=[CH:32][CH:31]=1)=[O:27]. The catalyst is O.CN(C)C=O. The product is [NH:5]([C:43]([C@H:40]1[CH2:41][CH2:42][C@H:37]([NH:36][C:26](=[O:27])[O:28][CH2:29][C:30]2[CH:35]=[CH:34][CH:33]=[CH:32][CH:31]=2)[CH2:38][CH2:39]1)=[O:45])[NH2:6]. The yield is 0.860.